Task: Predict which catalyst facilitates the given reaction.. Dataset: Catalyst prediction with 721,799 reactions and 888 catalyst types from USPTO (1) Reactant: [CH2:1]([NH2:12])[C:2]1[CH:11]=[CH:10][C:7]([O:8][CH3:9])=[C:4]([O:5][CH3:6])[CH:3]=1.[CH2:13]1[CH2:20][O:19][S:16](=[O:18])(=[O:17])[CH2:15][CH2:14]1. Product: [CH3:6][O:5][C:4]1[CH:3]=[C:2]([CH:11]=[CH:10][C:7]=1[O:8][CH3:9])[CH2:1][NH:12][CH:13]([CH3:20])[CH2:14][CH2:15][S:16]([OH:19])(=[O:18])=[O:17]. The catalyst class is: 12. (2) Reactant: Br[C:2]1[CH:7]=[CH:6][CH:5]=[C:4]([Br:8])[CH:3]=1.C([Li])CCC.[CH2:14]([N:21]1[CH2:26][CH2:25][C:24](=[O:27])[CH2:23][CH2:22]1)[C:15]1[CH:20]=[CH:19][CH:18]=[CH:17][CH:16]=1. Product: [CH2:14]([N:21]1[CH2:26][CH2:25][C:24]([C:2]2[CH:7]=[CH:6][CH:5]=[C:4]([Br:8])[CH:3]=2)([OH:27])[CH2:23][CH2:22]1)[C:15]1[CH:16]=[CH:17][CH:18]=[CH:19][CH:20]=1. The catalyst class is: 28. (3) Reactant: [CH3:1][CH:2]1[CH2:3][N:4](C(OC(C)(C)C)=O)[CH2:5][CH2:6]/[C:7]/1=[N:8]\[O:9][CH3:10].Cl.O1CCOCC1. Product: [CH3:10][O:9]/[N:8]=[C:7]1/[CH:2]([CH3:1])[CH2:3][NH:4][CH2:5][CH2:6]/1. The catalyst class is: 5. (4) Reactant: CS(O[CH2:6][C:7]1[CH:8]=[N:9][C:10]([O:13][CH3:14])=[CH:11][CH:12]=1)(=O)=O.[C-:15]#[N:16].[Na+]. Product: [CH3:14][O:13][CH:10]1[NH:9][CH:8]=[C:7]([CH2:6][C:15]#[N:16])[CH:12]=[CH:11]1. The catalyst class is: 10. (5) Reactant: Br[C:2]1[CH:7]=[C:6]([O:8][C:9]2[CH:14]=[CH:13][CH:12]=[CH:11][CH:10]=2)[CH:5]=[CH:4][C:3]=1[CH2:15][CH2:16][O:17][CH2:18][O:19][CH3:20].[B:21]1([B:21]2[O:25][C:24]([CH3:27])([CH3:26])[C:23]([CH3:29])([CH3:28])[O:22]2)[O:25][C:24]([CH3:27])([CH3:26])[C:23]([CH3:29])([CH3:28])[O:22]1.C([O-])(=O)C.[K+]. Product: [CH3:20][O:19][CH2:18][O:17][CH2:16][CH2:15][C:3]1[CH:4]=[CH:5][C:6]([O:8][C:9]2[CH:14]=[CH:13][CH:12]=[CH:11][CH:10]=2)=[CH:7][C:2]=1[B:21]1[O:25][C:24]([CH3:27])([CH3:26])[C:23]([CH3:29])([CH3:28])[O:22]1. The catalyst class is: 75. (6) Reactant: COC1C=CC(P2(SP(C3C=CC(OC)=CC=3)(=S)S2)=[S:10])=CC=1.[F:23][C:24]1[C:42]([C:43]2[CH:44]=[C:45]3[C:50](=[CH:51][CH:52]=2)[N:49]=[C:48]([NH:53][CH3:54])[N:47]=[CH:46]3)=[C:41]([CH3:55])[CH:40]=[CH:39][C:25]=1[C:26]([NH:28][C:29]1[CH:34]=[CH:33][CH:32]=[C:31]([O:35][CH:36]([CH3:38])[CH3:37])[CH:30]=1)=O. Product: [F:23][C:24]1[C:42]([C:43]2[CH:44]=[C:45]3[C:50](=[CH:51][CH:52]=2)[N:49]=[C:48]([NH:53][CH3:54])[N:47]=[CH:46]3)=[C:41]([CH3:55])[CH:40]=[CH:39][C:25]=1[C:26](=[S:10])[NH:28][C:29]1[CH:34]=[CH:33][CH:32]=[C:31]([O:35][CH:36]([CH3:38])[CH3:37])[CH:30]=1. The catalyst class is: 11. (7) Reactant: [Cl:1][C:2]1[CH:3]=[C:4]([CH:17]=[CH:18][C:19]=1[Cl:20])[CH2:5][NH:6][C:7]1[CH:8]=[CH:9][C:10]2[N:11]([CH:13]=[C:14]([CH3:16])[N:15]=2)[N:12]=1.[I:21]N1C(=O)CCC1=O. Product: [Cl:1][C:2]1[CH:3]=[C:4]([CH:17]=[CH:18][C:19]=1[Cl:20])[CH2:5][NH:6][C:7]1[CH:8]=[CH:9][C:10]2[N:11]([C:13]([I:21])=[C:14]([CH3:16])[N:15]=2)[N:12]=1. The catalyst class is: 204.